Task: Predict the product of the given reaction.. Dataset: Forward reaction prediction with 1.9M reactions from USPTO patents (1976-2016) Given the reactants [Cl:1][C:2]1[C:3]([N:23]2[C:31](=[O:32])[C:30]3[C:25](=[CH:26][CH:27]=[CH:28][CH:29]=3)[C:24]2=[O:33])=[CH:4][C:5]([S:9]([N:12]2[C:18]3[CH:19]=[CH:20][CH:21]=[CH:22][C:17]=3[CH2:16][CH2:15][CH2:14][CH2:13]2)(=[O:11])=[O:10])=[C:6]([OH:8])[CH:7]=1.C(=O)([O-])[O-].[K+].[K+].Br[CH2:41][C:42]([O:44][CH2:45][CH3:46])=[O:43], predict the reaction product. The product is: [Cl:1][C:2]1[C:3]([N:23]2[C:24](=[O:33])[C:25]3[C:30](=[CH:29][CH:28]=[CH:27][CH:26]=3)[C:31]2=[O:32])=[CH:4][C:5]([S:9]([N:12]2[C:18]3[CH:19]=[CH:20][CH:21]=[CH:22][C:17]=3[CH2:16][CH2:15][CH2:14][CH2:13]2)(=[O:10])=[O:11])=[C:6]([CH:7]=1)[O:8][CH2:41][C:42]([O:44][CH2:45][CH3:46])=[O:43].